From a dataset of Peptide-MHC class II binding affinity with 134,281 pairs from IEDB. Regression. Given a peptide amino acid sequence and an MHC pseudo amino acid sequence, predict their binding affinity value. This is MHC class II binding data. (1) The peptide sequence is NLYKLHGGHVSCRVKHHHHHH. The MHC is DRB4_0103 with pseudo-sequence DRB4_0103. The binding affinity (normalized) is 0.350. (2) The peptide sequence is AAIVVAGATATIGLG. The MHC is HLA-DQA10301-DQB10302 with pseudo-sequence HLA-DQA10301-DQB10302. The binding affinity (normalized) is 0.244.